Dataset: Full USPTO retrosynthesis dataset with 1.9M reactions from patents (1976-2016). Task: Predict the reactants needed to synthesize the given product. Given the product [ClH:26].[CH:13]12[NH:18][CH:16]([CH2:15][CH2:14]1)[CH2:17][CH:12]2[NH:11][C:2]1[CH:3]=[N:4][C:5]2[C:10](=[CH:9][CH:8]=[CH:7][CH:6]=2)[N:1]=1, predict the reactants needed to synthesize it. The reactants are: [N:1]1[C:10]2[C:5](=[CH:6][CH:7]=[CH:8][CH:9]=2)[N:4]=[CH:3][C:2]=1[NH:11][CH:12]1[CH2:17][CH:16]2[N:18](C(OC(C)(C)C)=O)[CH:13]1[CH2:14][CH2:15]2.[ClH:26].